This data is from NCI-60 drug combinations with 297,098 pairs across 59 cell lines. The task is: Regression. Given two drug SMILES strings and cell line genomic features, predict the synergy score measuring deviation from expected non-interaction effect. (1) Drug 1: C1=CC(=CC=C1CCCC(=O)O)N(CCCl)CCCl. Drug 2: C1CN(CCN1C(=O)CCBr)C(=O)CCBr. Cell line: SF-295. Synergy scores: CSS=38.1, Synergy_ZIP=-3.40, Synergy_Bliss=-2.03, Synergy_Loewe=-4.65, Synergy_HSA=1.87. (2) Drug 1: C1=CC(=C2C(=C1NCCNCCO)C(=O)C3=C(C=CC(=C3C2=O)O)O)NCCNCCO. Drug 2: C1C(C(OC1N2C=NC(=NC2=O)N)CO)O. Cell line: M14. Synergy scores: CSS=36.2, Synergy_ZIP=11.5, Synergy_Bliss=12.9, Synergy_Loewe=-12.8, Synergy_HSA=11.3. (3) Drug 1: C1CN1P(=S)(N2CC2)N3CC3. Drug 2: CC1=C(C=C(C=C1)NC(=O)C2=CC=C(C=C2)CN3CCN(CC3)C)NC4=NC=CC(=N4)C5=CN=CC=C5. Cell line: SK-MEL-28. Synergy scores: CSS=2.63, Synergy_ZIP=-4.12, Synergy_Bliss=-6.63, Synergy_Loewe=-6.86, Synergy_HSA=-5.91. (4) Drug 1: CC1=C(C(=O)C2=C(C1=O)N3CC4C(C3(C2COC(=O)N)OC)N4)N. Drug 2: N.N.Cl[Pt+2]Cl. Cell line: RXF 393. Synergy scores: CSS=21.7, Synergy_ZIP=-11.0, Synergy_Bliss=-10.6, Synergy_Loewe=-9.68, Synergy_HSA=-10.2.